This data is from Full USPTO retrosynthesis dataset with 1.9M reactions from patents (1976-2016). The task is: Predict the reactants needed to synthesize the given product. (1) Given the product [O:1]([C:8]1[CH:21]=[CH:20][C:11]([O:12][C:13]2[CH:14]=[CH:15][C:16]([CH2:23][CH2:24][OH:25])=[CH:17][CH:18]=2)=[CH:10][CH:9]=1)[C:2]1[CH:7]=[CH:6][CH:5]=[CH:4][CH:3]=1, predict the reactants needed to synthesize it. The reactants are: [O:1]([C:8]1[CH:21]=[CH:20][C:11]([O:12][C:13]2[CH:14]=[C:15](O)[CH:16]=[CH:17][CH:18]=2)=[CH:10][CH:9]=1)[C:2]1[CH:7]=[CH:6][CH:5]=[CH:4][CH:3]=1.C1C[O:25][CH2:24][CH2:23]1.[OH-].[Na+].BrC1C=CC(CCOCC2C=CC=CC=2)=CC=1. (2) Given the product [OH:15][C:14]1[C:13]2[C:8](=[CH:9][C:10]([O:16][C:17]3[CH:18]=[CH:19][CH:20]=[CH:21][CH:22]=3)=[CH:11][CH:12]=2)[C:7]([CH3:23])=[N:6][C:5]=1[C:3]([NH:24][CH2:25][CH2:26][C:27]([OH:29])=[O:28])=[O:4], predict the reactants needed to synthesize it. The reactants are: CO[C:3]([C:5]1[N:6]=[C:7]([CH3:23])[C:8]2[C:13]([C:14]=1[OH:15])=[CH:12][CH:11]=[C:10]([O:16][C:17]1[CH:22]=[CH:21][CH:20]=[CH:19][CH:18]=1)[CH:9]=2)=[O:4].[NH2:24][CH2:25][CH2:26][C:27]([OH:29])=[O:28].C[O-].[Na+].CO. (3) Given the product [CH:1]([O:4][C:5]1[CH:14]=[C:13]([C:15]([F:17])([F:16])[F:18])[C:12]2[C:11]3[O:19][C@H:20]4[CH2:25][CH2:24][CH2:23][C@H:21]4[N:22]([CH3:29])[C:10]=3[CH:9]=[CH:8][C:7]=2[N:6]=1)([CH3:3])[CH3:2], predict the reactants needed to synthesize it. The reactants are: [CH:1]([O:4][C:5]1[CH:14]=[C:13]([C:15]([F:18])([F:17])[F:16])[C:12]2[C:11]3[O:19][C@H:20]4[CH2:25][CH2:24][CH2:23][C@H:21]4[NH:22][C:10]=3[CH:9]=[CH:8][C:7]=2[N:6]=1)([CH3:3])[CH3:2].C=O.[BH3-][C:29]#N.[Na+]. (4) Given the product [CH3:24][CH2:23][O:22][C:19]1[CH:18]=[CH:17][C:16]([CH2:14][C:13]2[CH:25]=[C:9]([Br:8])[CH:10]=[CH:11][C:12]=2[Cl:26])=[CH:21][CH:20]=1, predict the reactants needed to synthesize it. The reactants are: [SiH](CC)(CC)CC.[Br:8][C:9]1[CH:10]=[CH:11][C:12]([Cl:26])=[C:13]([CH:25]=1)[C:14]([C:16]1[CH:21]=[CH:20][C:19]([O:22][CH2:23][CH3:24])=[CH:18][CH:17]=1)=O.B(F)(F)F.CCOCC. (5) Given the product [C:1]([C:5]1[CH:6]=[C:7]2[C:12](=[C:13]([F:15])[CH:14]=1)[C:11](=[O:16])[N:10]([C:17]1[CH:22]=[CH:21][CH:20]=[C:19]([C:23]3[CH:28]=[C:27]([NH:29][C:30]4[CH:35]=[N:34][C:33]([C@H:36]([OH:37])[CH2:40][OH:39])=[CH:32][N:31]=4)[C:26](=[O:43])[N:25]([CH3:44])[N:24]=3)[C:18]=1[CH2:45][OH:46])[N:9]=[CH:8]2)([CH3:4])([CH3:2])[CH3:3], predict the reactants needed to synthesize it. The reactants are: [C:1]([C:5]1[CH:6]=[C:7]2[C:12](=[C:13]([F:15])[CH:14]=1)[C:11](=[O:16])[N:10]([C:17]1[CH:22]=[CH:21][CH:20]=[C:19]([C:23]3[CH:28]=[C:27]([NH:29][C:30]4[CH:35]=[N:34][C:33]([C@H:36]5[CH2:40][O:39]C(C)(C)[O:37]5)=[CH:32][N:31]=4)[C:26](=[O:43])[N:25]([CH3:44])[N:24]=3)[C:18]=1[CH2:45][OH:46])[N:9]=[CH:8]2)([CH3:4])([CH3:3])[CH3:2].Cl.[Cl-].[NH4+]. (6) Given the product [C:36]([C:35]1[CH:11]=[CH:10][CH:9]=[CH:14][C:23]=1[O:26][C:2]1[N:7]=[CH:6][N:5]=[C:4]([O:8][C:9]2[CH:14]=[CH:13][CH:12]=[CH:11][C:10]=2/[C:15](=[CH:20]\[O:21][CH3:22])/[C:16]([O:18][CH3:19])=[O:17])[CH:3]=1)#[N:31], predict the reactants needed to synthesize it. The reactants are: Cl[C:2]1[N:7]=[CH:6][N:5]=[C:4]([O:8][C:9]2[CH:14]=[CH:13][CH:12]=[CH:11][C:10]=2/[C:15](=[CH:20]\[O:21][CH3:22])/[C:16]([O:18][CH3:19])=[O:17])[CH:3]=1.[C:23](=[O:26])([O-])[O-].[K+].[K+].C1N2[CH2:35][CH2:36][N:31](CC2)C1.